From a dataset of Forward reaction prediction with 1.9M reactions from USPTO patents (1976-2016). Predict the product of the given reaction. (1) Given the reactants [C:1]([O:5][C:6]([NH:8][C@@H:9]([CH2:20][CH2:21][C:22](=[O:29])[N:23]1[CH2:28][CH2:27][CH2:26][CH2:25][CH2:24]1)[C:10]([O:12]CC1C=CC=CC=1)=[O:11])=[O:7])([CH3:4])([CH3:3])[CH3:2], predict the reaction product. The product is: [C:1]([O:5][C:6]([NH:8][C@@H:9]([CH2:20][CH2:21][C:22](=[O:29])[N:23]1[CH2:24][CH2:25][CH2:26][CH2:27][CH2:28]1)[C:10]([OH:12])=[O:11])=[O:7])([CH3:4])([CH3:2])[CH3:3]. (2) Given the reactants [C:1]([C:3]([C:6]1[CH:7]=[C:8]([CH:12]=[CH:13][CH:14]=1)[C:9](Cl)=[O:10])([CH3:5])[CH3:4])#[N:2].[NH2:15][C:16]1[CH:17]=[CH:18][C:19]([CH3:38])=[C:20]([CH:37]=1)[O:21][C:22]1[CH:23]=[CH:24][C:25]2[N:26]([N:28]=[C:29]([NH:31][C:32]([CH:34]3[CH2:36][CH2:35]3)=[O:33])[N:30]=2)[CH:27]=1, predict the reaction product. The product is: [C:1]([C:3]([C:6]1[CH:7]=[C:8]([CH:12]=[CH:13][CH:14]=1)[C:9]([NH:15][C:16]1[CH:17]=[CH:18][C:19]([CH3:38])=[C:20]([O:21][C:22]2[CH:23]=[CH:24][C:25]3[N:26]([N:28]=[C:29]([NH:31][C:32]([CH:34]4[CH2:36][CH2:35]4)=[O:33])[N:30]=3)[CH:27]=2)[CH:37]=1)=[O:10])([CH3:5])[CH3:4])#[N:2]. (3) The product is: [CH3:13][N:4]1[C:5]([CH3:11])=[CH:6][C:7](=[O:9])[NH:8][C:3]1=[O:2]. Given the reactants C[O:2][C:3]1[N:8]=[C:7]([O:9]C)[CH:6]=[C:5]([CH3:11])[N:4]=1.I[CH3:13], predict the reaction product. (4) Given the reactants [C:1](=[O:40])([O:30]C1C=CC([N+]([O-])=O)=CC=1)[O:2][C@@H:3]1[CH2:19][C@@H:18]2[C@@:6]([CH3:29])([C@@H:7]3[C@@H:15]([CH2:16][CH2:17]2)[C@:14]2([OH:20])[C@@:10]([CH3:28])([C@@H:11]([C:21]4[CH:22]=[CH:23][C:24](=[O:27])[O:25][CH:26]=4)[CH2:12][CH2:13]2)[CH2:9][CH2:8]3)[CH2:5][CH2:4]1.[N:41]1([CH2:46][CH2:47]O)[CH2:45][CH2:44][CH2:43][CH2:42]1.CCN(C(C)C)C(C)C, predict the reaction product. The product is: [C:1](=[O:40])([O:30][CH2:47][CH2:46][N:41]1[CH2:45][CH2:44][CH2:43][CH2:42]1)[O:2][C@@H:3]1[CH2:19][C@@H:18]2[C@@:6]([CH3:29])([C@@H:7]3[C@@H:15]([CH2:16][CH2:17]2)[C@:14]2([OH:20])[C@@:10]([CH3:28])([C@@H:11]([C:21]4[CH:22]=[CH:23][C:24](=[O:27])[O:25][CH:26]=4)[CH2:12][CH2:13]2)[CH2:9][CH2:8]3)[CH2:5][CH2:4]1.